Dataset: NCI-60 drug combinations with 297,098 pairs across 59 cell lines. Task: Regression. Given two drug SMILES strings and cell line genomic features, predict the synergy score measuring deviation from expected non-interaction effect. Drug 1: C1C(C(OC1N2C=NC3=C(N=C(N=C32)Cl)N)CO)O. Drug 2: CS(=O)(=O)OCCCCOS(=O)(=O)C. Cell line: U251. Synergy scores: CSS=4.25, Synergy_ZIP=4.67, Synergy_Bliss=13.5, Synergy_Loewe=-13.6, Synergy_HSA=-3.46.